From a dataset of Forward reaction prediction with 1.9M reactions from USPTO patents (1976-2016). Predict the product of the given reaction. Given the reactants [S:1]([NH:17][CH2:18][CH2:19][CH2:20][CH2:21][C@@H:22]([C:24]([OH:26])=[O:25])[NH2:23])([C:4]1[C:16]2[CH:15]=[CH:14][CH:13]=[C:9]([N:10]([CH3:12])[CH3:11])[C:8]=2[CH:7]=[CH:6][CH:5]=1)(=[O:3])=[O:2].C(N1[CH2:34][CH2:33][O:32]CC1)C.C[O:36][CH:37](OC)[C:38]1[CH:43]=C[C:41](C(O)=O)=[CH:40][CH:39]=1.S(N[C@H](C(O)=O)CCCCN)(C1C2C=CC=C(N(C)C)C=2C=CC=1)(=O)=O, predict the reaction product. The product is: [S:1]([NH:17][CH2:18][CH2:19][CH2:20][CH2:21][C@@H:22]([C:24]([OH:26])=[O:25])[NH:23][C:33](=[O:32])[C:34]1[CH:41]=[CH:40][CH:39]=[C:38]([CH:37]=[O:36])[CH:43]=1)([C:4]1[C:16]2[CH:15]=[CH:14][CH:13]=[C:9]([N:10]([CH3:12])[CH3:11])[C:8]=2[CH:7]=[CH:6][CH:5]=1)(=[O:2])=[O:3].